This data is from NCI-60 drug combinations with 297,098 pairs across 59 cell lines. The task is: Regression. Given two drug SMILES strings and cell line genomic features, predict the synergy score measuring deviation from expected non-interaction effect. (1) Drug 1: CCN(CC)CCCC(C)NC1=C2C=C(C=CC2=NC3=C1C=CC(=C3)Cl)OC. Drug 2: CC(C)CN1C=NC2=C1C3=CC=CC=C3N=C2N. Cell line: UACC-257. Synergy scores: CSS=5.49, Synergy_ZIP=-0.106, Synergy_Bliss=1.07, Synergy_Loewe=0.548, Synergy_HSA=0.447. (2) Drug 2: CCCCC(=O)OCC(=O)C1(CC(C2=C(C1)C(=C3C(=C2O)C(=O)C4=C(C3=O)C=CC=C4OC)O)OC5CC(C(C(O5)C)O)NC(=O)C(F)(F)F)O. Synergy scores: CSS=71.0, Synergy_ZIP=0.641, Synergy_Bliss=1.84, Synergy_Loewe=-4.57, Synergy_HSA=2.96. Drug 1: CC1=C(C=C(C=C1)NC(=O)C2=CC=C(C=C2)CN3CCN(CC3)C)NC4=NC=CC(=N4)C5=CN=CC=C5. Cell line: UACC-257. (3) Synergy scores: CSS=12.4, Synergy_ZIP=-1.63, Synergy_Bliss=-1.77, Synergy_Loewe=-1.45, Synergy_HSA=-0.605. Drug 2: CC(C)(C#N)C1=CC(=CC(=C1)CN2C=NC=N2)C(C)(C)C#N. Drug 1: CNC(=O)C1=CC=CC=C1SC2=CC3=C(C=C2)C(=NN3)C=CC4=CC=CC=N4. Cell line: U251. (4) Drug 1: CC(C)(C#N)C1=CC(=CC(=C1)CN2C=NC=N2)C(C)(C)C#N. Drug 2: CCC1=C2CN3C(=CC4=C(C3=O)COC(=O)C4(CC)O)C2=NC5=C1C=C(C=C5)O. Cell line: NCI-H460. Synergy scores: CSS=19.5, Synergy_ZIP=-4.25, Synergy_Bliss=0.156, Synergy_Loewe=-42.8, Synergy_HSA=-2.89. (5) Drug 1: C1CC(=O)NC(=O)C1N2C(=O)C3=CC=CC=C3C2=O. Drug 2: C1CCC(C(C1)N)N.C(=O)(C(=O)[O-])[O-].[Pt+4]. Cell line: KM12. Synergy scores: CSS=-2.29, Synergy_ZIP=5.28, Synergy_Bliss=7.83, Synergy_Loewe=-20.5, Synergy_HSA=-9.56.